From a dataset of Drug-target binding data from BindingDB using Ki measurements. Regression. Given a target protein amino acid sequence and a drug SMILES string, predict the binding affinity score between them. We predict pKi (pKi = -log10(Ki in M); higher means stronger inhibition). Dataset: bindingdb_ki. (1) The small molecule is CCCCNC(=O)C[C@H](O)[C@H](COCc1ccc(-c2ccccc2)cc1)NC(=O)[C@@H](NC(=O)c1ccccn1)C(C)C. The target protein (P39898) has sequence MALSIKEDFSSAFAKNESAVNSSTFNNNMKTWKIQKRFQILYVFFFLLITGALFYYLIDNVLFPKNKKINEIMNTSKHVIIGFSIENSHDRIMKTVKQHRLKNYIKESLKFFKTGLTQKPHLGNAGDSVTLNDVANVMYYGEAQIGDNKQKFAFIFDTGSANLWVPSAQCNTIGCKTKNLYDSNKSKTYEKDGTKVEMNYVSGTVSGFFSKDIVTIANLSFPYKFIEVTDTNGFEPAYTLGQFDGIVGLGWKDLSIGSVDPVVVELKNQNKIEQAVFTFYLPFDDKHKGYLTIGGIEDRFYEGQLTYEKLNHDLYWQVDLDLHFGNLTVEKATAIVDSGTSSITAPTEFLNKFFEGLDVVKIPFLPLYITTCNNPKLPTLEFRSATNVYTLEPEYYLQQIFDFGISLCMVSIIPVDLNKNTFILGDPFMRKYFTVFDYDNHTVGFALAKKKL. The pKi is 8.7. (2) The compound is Nc1ncnc2c1ncn2[C@@H]1O[C@H](COP(=O)(O)OP(=O)(O)NP(=O)(O)O)[C@@H](O)[C@H]1O. The target protein (P18298) has sequence MNGQLNGFHEAFIEEGTFLFTSESVGEGHPDKICDQINDAVLDAHLQQDPDAKVACETVAKTGMILLAGEITSRAAIDYQKVVREAIKHIGYDDSSKGFDYKTCNVLVALEQQSPDIAQGVHLDRNEEDIGAGDQGLMFGYATDETEECMPLTIVLAHKLNAKLAELRRNGTLPWLRPDSKTQVTVQYMQDRGAVIPIRVHTIVISVQHDEEVCLDEMRDALKEKLIKAVVPAKYLDEDTIYHLQPSGRFVIGGPQGDAGLTGRKIIVDTYGGWGAHGGGAFSGKDYTKVDRSAAYAARWVAKSLVKGGLCRRVLVQVSYAIGVSHPLSISIFHYGTSQKSERELLEIVKNNFDLRPGVIVRDLDLKKPIYQRTAAYGHFGRDSFPWEVPKKLKY. The pKi is 5.3. (3) The drug is O=C(NCc1ccc(Cl)cc1)OCCCc1cnc[nH]1. The target protein (P47747) has sequence MAFNGTVPSFCMDFTVYKVTISVILIILILVTVAGNVVVCLAVGLNRRLRSLTNCFIVSLAVTDLLLGLLVLPFSAIYQLSCKWSFSKVFCNIYTSLDVMLCTASILNLFMISLDRYCAVTDPLRYPVLITPARVAISLVFIWVISITLSFLSIHLGWNSRNETSKDNDTIVKCKVQVNEVYGLVDGLVTFYLPLLIMCITYFRIFKIAREQARRINHIGSWKAATIREHKATVTLAAVMGAFIICWFPYFTVFVYRGLKGDDAVNEVFEDVVLWLGYANSALNPILYAALNRDFRTAYHQLFCCRLASHNSHETSLRLNNSQLNRSQCQEPRWQEDKPLNLQVWSGTEVTAPQGATNR. The pKi is 4.1. (4) The compound is CSc1nc(N)nc(NC2Cc3ccccc3C2)n1. The target protein (P13956) has sequence MNEKNIKHSQNFITSKHNIDKIMTNIRLNEHDNIFEIGSGKGHFTLELVQRCNFVTAIEIDHKLCKTTENKLVDHDNFQVLNKDILQFKFPKNQSYKIFGNIPYNISTDIIRKIVFDSIADEIYLIVEYGFAKRLLNTKRSLALFLMAEVDISILSMVPREYFHPKPKVNSSLIRLNRKKSRISHKDKQKYNYFVMKWVNKEYKKIFTKNQFNNSLKHAGIDDLNNISFEQFLSLFNSYKLFNK. The pKi is 4.0. (5) The drug is COC[C@H](C[C@@H](Cc1ccc(-c2cc(Cl)ccc2F)cc1)NC(=O)c1ncccn1)C(=O)O. The target protein (P08473) has sequence MGKSESQMDITDINTPKPKKKQRWTPLEISLSVLVLLLTIIAVTMIALYATYDDGICKSSDCIKSAARLIQNMDATTEPCTDFFKYACGGWLKRNVIPETSSRYGNFDILRDELEVVLKDVLQEPKTEDIVAVQKAKALYRSCINESAIDSRGGEPLLKLLPDIYGWPVATENWEQKYGASWTAEKAIAQLNSKYGKKVLINLFVGTDDKNSVNHVIHIDQPRLGLPSRDYYECTGIYKEACTAYVDFMISVARLIRQEERLPIDENQLALEMNKVMELEKEIANATAKPEDRNDPMLLYNKMTLAQIQNNFSLEINGKPFSWLNFTNEIMSTVNISITNEEDVVVYAPEYLTKLKPILTKYSARDLQNLMSWRFIMDLVSSLSRTYKESRNAFRKALYGTTSETATWRRCANYVNGNMENAVGRLYVEAAFAGESKHVVEDLIAQIREVFIQTLDDLTWMDAETKKRAEEKALAIKERIGYPDDIVSNDNKLNNEYLEL.... The pKi is 9.0.